Dataset: CYP3A4 inhibition data for predicting drug metabolism from PubChem BioAssay. Task: Regression/Classification. Given a drug SMILES string, predict its absorption, distribution, metabolism, or excretion properties. Task type varies by dataset: regression for continuous measurements (e.g., permeability, clearance, half-life) or binary classification for categorical outcomes (e.g., BBB penetration, CYP inhibition). Dataset: cyp3a4_veith. (1) The compound is Cc1cc(-c2c(C)[nH]n(-c3ccccc3)c2=O)n(-c2ccccc2)n1. The result is 0 (non-inhibitor). (2) The compound is O=C(Nc1cccn(Cc2ccc(F)cc2)c1=O)NC1CCCCC1. The result is 1 (inhibitor). (3) The molecule is O=C(Nc1ccc(C(=O)Nc2ccc(C(=O)Nc3ccc(S(=O)(=O)[O-])c4cc(S(=O)(=O)[O-])cc(S(=O)(=O)[O-])c34)cc2)cc1)Nc1ccc(C(=O)Nc2ccc(C(=O)Nc3ccc(S(=O)(=O)[O-])c4cc(S(=O)(=O)[O-])cc(S(=O)(=O)[O-])c34)cc2)cc1. The result is 0 (non-inhibitor). (4) The molecule is N#C/C(=C(\O)C(=O)O)c1ccc(-c2cccc3ccccc23)cc1. The result is 0 (non-inhibitor). (5) The molecule is CCCCCCCCCCCC1=C(O)C(=O)C=C(O)C1=O. The result is 0 (non-inhibitor). (6) The molecule is CSc1nc(O)c(Cc2ccccc2)c(=O)[nH]1. The result is 0 (non-inhibitor). (7) The compound is O=C1O[C@H](CN2CCOCC2)CN1/N=C\c1ccc([N+](=O)[O-])o1. The result is 0 (non-inhibitor). (8) The molecule is NCCNC[C@H](O)CO. The result is 0 (non-inhibitor). (9) The result is 0 (non-inhibitor). The compound is Cc1cc(C)n(S(=O)(=O)Cc2ccccc2)n1.